Dataset: Full USPTO retrosynthesis dataset with 1.9M reactions from patents (1976-2016). Task: Predict the reactants needed to synthesize the given product. Given the product [NH2:27][C:23]1[O:1][C:2]2[C:10]([CH:18]([C:17]3[CH:20]=[CH:21][CH:22]=[C:15]([N+:12]([O-:14])=[O:13])[CH:16]=3)[C:24]=1[C:25]#[N:26])=[CH:9][CH:8]=[C:7]1[N:6]([CH3:11])[CH:5]=[CH:4][C:3]=21, predict the reactants needed to synthesize it. The reactants are: [OH:1][C:2]1[CH:10]=[CH:9][CH:8]=[C:7]2[C:3]=1[CH:4]=[CH:5][N:6]2[CH3:11].[N+:12]([C:15]1[CH:16]=[C:17]([CH:20]=[CH:21][CH:22]=1)[CH:18]=O)([O-:14])=[O:13].[C:23](#[N:27])[CH2:24][C:25]#[N:26].